From a dataset of Forward reaction prediction with 1.9M reactions from USPTO patents (1976-2016). Predict the product of the given reaction. (1) Given the reactants [N:1]1[CH:6]=[CH:5][CH:4]=[CH:3][C:2]=1[CH2:7][N:8]1[C:16]2[C:11](=[CH:12][CH:13]=[CH:14][CH:15]=2)[C:10]([C:17]([OH:19])=O)=[N:9]1.[NH2:20][C@H:21]([C:26]([NH2:28])=[O:27])[C:22]([CH3:25])([CH3:24])[CH3:23].CCN=C=NCCCN(C)C.Cl.C1C=CC2N(O)N=NC=2C=1.C(N(CC)C(C)C)(C)C, predict the reaction product. The product is: [NH2:28][C:26]([C@@H:21]([NH:20][C:17]([C:10]1[C:11]2[C:16](=[CH:15][CH:14]=[CH:13][CH:12]=2)[N:8]([CH2:7][C:2]2[CH:3]=[CH:4][CH:5]=[CH:6][N:1]=2)[N:9]=1)=[O:19])[C:22]([CH3:25])([CH3:24])[CH3:23])=[O:27]. (2) Given the reactants [CH2:1]([O:3][C:4](=[O:16])[CH2:5][C@H:6]1[C:14]2[C:9](=[CH:10][C:11]([OH:15])=[CH:12][CH:13]=2)[CH2:8][CH2:7]1)[CH3:2].[C:17]([O-:20])([O-])=[O:18].[Cs+].[Cs+].[NH4+:23].[Cl-], predict the reaction product. The product is: [C:6]([O:20][C:17]([NH:23][CH2:8][CH2:9][CH2:10][O:15][C:11]1[CH:10]=[C:9]2[C:14](=[CH:13][CH:12]=1)[C@H:6]([CH2:5][C:4]([O:3][CH2:1][CH3:2])=[O:16])[CH2:7][CH2:8]2)=[O:18])([CH3:14])([CH3:7])[CH3:5]. (3) Given the reactants N12CCCN=C1CCCCC2.[C:12]([C:16]1[CH:21]=[CH:20][C:19]([SH:22])=[CH:18][CH:17]=1)([CH3:15])([CH3:14])[CH3:13].[Cl:23][C:24]1[CH:25]=[C:26]([N+:31]([O-:33])=[O:32])[CH:27]=[CH:28][C:29]=1Cl, predict the reaction product. The product is: [C:12]([C:16]1[CH:17]=[CH:18][C:19]([S:22][C:29]2[CH:28]=[CH:27][C:26]([N+:31]([O-:33])=[O:32])=[CH:25][C:24]=2[Cl:23])=[CH:20][CH:21]=1)([CH3:15])([CH3:13])[CH3:14]. (4) Given the reactants [Cl:1][C:2]1[CH:3]=[C:4]([C:13]([CH3:16])([CH3:15])[CH3:14])[C:5]([OH:12])=[C:6]([C:10]=1[CH3:11])[C:7]([OH:9])=O.[NH2:17][C:18]1[CH:25]=[CH:24][C:21]([C:22]#[N:23])=[CH:20][C:19]=1[O:26][C:27]([F:30])([F:29])[F:28], predict the reaction product. The product is: [Cl:1][C:2]1[CH:3]=[C:4]([C:13]([CH3:16])([CH3:15])[CH3:14])[C:5]([OH:12])=[C:6]([C:10]=1[CH3:11])[C:7]([NH:17][C:18]1[CH:25]=[CH:24][C:21]([C:22]#[N:23])=[CH:20][C:19]=1[O:26][C:27]([F:28])([F:29])[F:30])=[O:9]. (5) Given the reactants [CH3:1][C:2]1[CH:7]=[CH:6][N:5]=[CH:4][C:3]=1[NH:8][C:9]1[CH:14]=[CH:13][CH:12]=[CH:11][C:10]=1[N+:15]([O-])=O.C(OCC)(=O)C, predict the reaction product. The product is: [CH3:1][C:2]1[CH:7]=[CH:6][N:5]=[CH:4][C:3]=1[NH:8][C:9]1[C:10]([NH2:15])=[CH:11][CH:12]=[CH:13][CH:14]=1. (6) Given the reactants [CH2:1]([NH:8][C:9]1[N:10]=[C:11]2[C:20]3[C:15](=[N:16][NH:17][C:18]=3[N:19]=1)[CH2:14][CH2:13][N:12]2CC1C=CC(OC)=CC=1)[C:2]1[CH:7]=[CH:6][CH:5]=[CH:4][CH:3]=1.FC(F)(F)C(O)=O, predict the reaction product. The product is: [CH2:1]([NH:8][C:9]1[N:10]=[C:11]2[C:20]3[C:15](=[N:16][NH:17][C:18]=3[N:19]=1)[CH2:14][CH2:13][NH:12]2)[C:2]1[CH:3]=[CH:4][CH:5]=[CH:6][CH:7]=1. (7) Given the reactants [Br-].[CH2:2]([S+:11]1[CH2:15][CH2:14][CH2:13][CH2:12]1)[C:3]([C:5]1[CH:10]=[CH:9][CH:8]=[CH:7][CH:6]=1)=[O:4].[F:16][C:17]([F:44])([S:40]([OH:43])(=[O:42])=[O:41])[C:18]([F:39])([F:38])[C:19]([F:37])([F:36])[C:20]([F:35])([F:34])[C:21]([F:33])([F:32])[C:22]([F:31])([F:30])[C:23]([F:29])([F:28])[C:24]([F:27])([F:26])[F:25], predict the reaction product. The product is: [F:44][C:17]([F:16])([S:40]([O-:43])(=[O:42])=[O:41])[C:18]([F:38])([F:39])[C:19]([F:37])([F:36])[C:20]([F:34])([F:35])[C:21]([F:33])([F:32])[C:22]([F:31])([F:30])[C:23]([F:29])([F:28])[C:24]([F:27])([F:26])[F:25].[CH2:2]([S+:11]1[CH2:15][CH2:14][CH2:13][CH2:12]1)[C:3]([C:5]1[CH:10]=[CH:9][CH:8]=[CH:7][CH:6]=1)=[O:4]. (8) Given the reactants [NH:1]1[CH2:6][CH2:5][CH:4]([NH:7][C:8](=[O:14])[O:9][C:10]([CH3:13])([CH3:12])[CH3:11])[CH2:3][CH2:2]1.Br[CH2:16][CH:17]([OH:19])[CH3:18].BrC(C)CO.C(N(CC)CC)C, predict the reaction product. The product is: [C:10]([O:9][C:8](=[O:14])[NH:7][CH:4]1[CH2:3][CH2:2][N:1]([CH2:16][CH:17]([OH:19])[CH3:18])[CH2:6][CH2:5]1)([CH3:11])([CH3:13])[CH3:12]. (9) Given the reactants IC.[H-].[Na+].[C:5]([CH:9]1[CH:13]([C:14]([OH:16])=[O:15])[CH2:12][C:11](=[O:17])[N:10]1[C@@H:18]([C:20]1[CH:25]=[CH:24][CH:23]=[CH:22][CH:21]=1)[CH3:19])([CH3:8])([CH3:7])[CH3:6].[C:26](O)(=O)CC(CC(O)=O)(C(O)=O)O, predict the reaction product. The product is: [C:5]([CH:9]1[C@@:13]([CH3:26])([C:14]([OH:16])=[O:15])[CH2:12][C:11](=[O:17])[N:10]1[C@@H:18]([C:20]1[CH:21]=[CH:22][CH:23]=[CH:24][CH:25]=1)[CH3:19])([CH3:6])([CH3:7])[CH3:8]. (10) Given the reactants [O:1]1[C:5]2[CH:6]=[CH:7][CH:8]=[C:9]([C:10](=[O:12])[CH3:11])[C:4]=2[O:3][CH2:2]1.[Br:13]CC(C1C=C(Cl)C=CC=1Cl)=O, predict the reaction product. The product is: [O:1]1[C:5]2[CH:6]=[CH:7][CH:8]=[C:9]([C:10](=[O:12])[CH2:11][Br:13])[C:4]=2[O:3][CH2:2]1.